This data is from CYP2D6 inhibition data for predicting drug metabolism from PubChem BioAssay. The task is: Regression/Classification. Given a drug SMILES string, predict its absorption, distribution, metabolism, or excretion properties. Task type varies by dataset: regression for continuous measurements (e.g., permeability, clearance, half-life) or binary classification for categorical outcomes (e.g., BBB penetration, CYP inhibition). Dataset: cyp2d6_veith. (1) The drug is N#CCCn1c(=O)cnc2cnc(N3CCNCC3)nc21. The result is 0 (non-inhibitor). (2) The molecule is Cc1c(Cl)cccc1NC(=O)C[C@H]1Sc2ccccc2NC1=O. The result is 0 (non-inhibitor).